From a dataset of NCI-60 drug combinations with 297,098 pairs across 59 cell lines. Regression. Given two drug SMILES strings and cell line genomic features, predict the synergy score measuring deviation from expected non-interaction effect. (1) Drug 1: CC1=C2C(C(=O)C3(C(CC4C(C3C(C(C2(C)C)(CC1OC(=O)C(C(C5=CC=CC=C5)NC(=O)C6=CC=CC=C6)O)O)OC(=O)C7=CC=CC=C7)(CO4)OC(=O)C)O)C)OC(=O)C. Drug 2: CC(C)(C#N)C1=CC(=CC(=C1)CN2C=NC=N2)C(C)(C)C#N. Cell line: HS 578T. Synergy scores: CSS=5.62, Synergy_ZIP=2.73, Synergy_Bliss=-4.59, Synergy_Loewe=1.48, Synergy_HSA=-1.89. (2) Drug 1: C1=CC(=C2C(=C1NCCNCCO)C(=O)C3=C(C=CC(=C3C2=O)O)O)NCCNCCO. Drug 2: C1=NC2=C(N=C(N=C2N1C3C(C(C(O3)CO)O)O)F)N. Cell line: SF-539. Synergy scores: CSS=37.7, Synergy_ZIP=2.07, Synergy_Bliss=3.54, Synergy_Loewe=-24.3, Synergy_HSA=3.74. (3) Drug 1: C1=NC(=NC(=O)N1C2C(C(C(O2)CO)O)O)N. Drug 2: C#CCC(CC1=CN=C2C(=N1)C(=NC(=N2)N)N)C3=CC=C(C=C3)C(=O)NC(CCC(=O)O)C(=O)O. Cell line: MDA-MB-231. Synergy scores: CSS=4.12, Synergy_ZIP=-3.52, Synergy_Bliss=-2.72, Synergy_Loewe=-3.43, Synergy_HSA=-3.87. (4) Drug 1: CC1=C(C(=CC=C1)Cl)NC(=O)C2=CN=C(S2)NC3=CC(=NC(=N3)C)N4CCN(CC4)CCO. Drug 2: C1CNP(=O)(OC1)N(CCCl)CCCl. Cell line: SR. Synergy scores: CSS=4.28, Synergy_ZIP=-1.89, Synergy_Bliss=-2.36, Synergy_Loewe=4.73, Synergy_HSA=-1.47.